Task: Predict the reaction yield, written as a fraction of the theoretical maximum amount of product (1.0 means a 100% yield; for example, 0.34 means a 34% yield).. Dataset: Reaction yield outcomes from USPTO patents with 853,638 reactions (1) The reactants are O=[C:2]1[C:11]2[C:6](=[CH:7][C:8]3[CH:15]=[CH:14][CH:13]=[CH:12][C:9]=3[CH:10]=2)[NH:5][CH:4]=[C:3]1[C:16]#[N:17].P(Cl)(Cl)([Cl:20])=O. The catalyst is CN(C)C=O. The product is [Cl:20][C:2]1[C:11]2[C:6](=[CH:7][C:8]3[CH:15]=[CH:14][CH:13]=[CH:12][C:9]=3[CH:10]=2)[N:5]=[CH:4][C:3]=1[C:16]#[N:17]. The yield is 0.495. (2) The reactants are [Cl:1][C:2]1[CH:7]=[CH:6][C:5]([NH2:8])=[CH:4][C:3]=1[OH:9].[C:10](O[C:10]([O:12][C:13]([CH3:16])([CH3:15])[CH3:14])=[O:11])([O:12][C:13]([CH3:16])([CH3:15])[CH3:14])=[O:11]. The catalyst is C1COCC1. The product is [C:13]([O:12][C:10](=[O:11])[NH:8][C:5]1[CH:6]=[CH:7][C:2]([Cl:1])=[C:3]([OH:9])[CH:4]=1)([CH3:16])([CH3:15])[CH3:14]. The yield is 0.780. (3) The reactants are Cl[C:2]1[CH:3]=[C:4]([N:11]2[CH2:15][CH2:14][CH2:13][C:12]2([CH3:17])[CH3:16])[C:5]2[N:6]([CH:8]=[CH:9][N:10]=2)[N:7]=1.[C:18]1(B(O)O)[CH:23]=[CH:22][CH:21]=[CH:20][CH:19]=1.CC(C1C=C(C(C)C)C(C2C=CC=CC=2P(C2CCCCC2)C2CCCCC2)=C(C(C)C)C=1)C.C([O-])([O-])=O.[K+].[K+]. The catalyst is O1CCOCC1.O.C1C=CC(/C=C/C(/C=C/C2C=CC=CC=2)=O)=CC=1.C1C=CC(/C=C/C(/C=C/C2C=CC=CC=2)=O)=CC=1.C1C=CC(/C=C/C(/C=C/C2C=CC=CC=2)=O)=CC=1.[Pd].[Pd]. The product is [CH3:16][C:12]1([CH3:17])[CH2:13][CH2:14][CH2:15][N:11]1[C:4]1[C:5]2[N:6]([CH:8]=[CH:9][N:10]=2)[N:7]=[C:2]([C:18]2[CH:23]=[CH:22][CH:21]=[CH:20][CH:19]=2)[CH:3]=1. The yield is 0.400. (4) The reactants are [F:1][C:2]1[CH:29]=[CH:28][C:5]([CH2:6][N:7]2[C:11]3=[CH:12][N:13]=[C:14]([C:24]([O:26][CH3:27])=[O:25])[C:15](OS(C(F)(F)F)(=O)=O)=[C:10]3[CH:9]=[CH:8]2)=[CH:4][CH:3]=1.[CH2:30]([O:32]/[CH:33]=[CH:34]/[Sn](CCCC)(CCCC)CCCC)[CH3:31].C(N(CC)CC)C. The catalyst is CN(C=O)C.Cl[Pd](Cl)([P](C1C=CC=CC=1)(C1C=CC=CC=1)C1C=CC=CC=1)[P](C1C=CC=CC=1)(C1C=CC=CC=1)C1C=CC=CC=1. The product is [CH2:33]([O:32]/[CH:30]=[CH:31]/[C:15]1[C:14]([C:24]([O:26][CH3:27])=[O:25])=[N:13][CH:12]=[C:11]2[N:7]([CH2:6][C:5]3[CH:28]=[CH:29][C:2]([F:1])=[CH:3][CH:4]=3)[CH:8]=[CH:9][C:10]=12)[CH3:34]. The yield is 0.350. (5) The product is [NH2:18][C:19]1[CH:24]=[CH:23][N:22]([C:14]2[S:15][C:11]([C:9]([NH:8][CH2:1][C:2]3[CH:7]=[CH:6][CH:5]=[CH:4][CH:3]=3)=[O:10])=[C:12]([CH3:17])[N:13]=2)[C:21](=[O:25])[CH:20]=1. The catalyst is CS(C)=O.[Cu]I.O. The reactants are [CH2:1]([NH:8][C:9]([C:11]1[S:15][C:14](Br)=[N:13][C:12]=1[CH3:17])=[O:10])[C:2]1[CH:7]=[CH:6][CH:5]=[CH:4][CH:3]=1.[NH2:18][C:19]1[CH:24]=[CH:23][NH:22][C:21](=[O:25])[CH:20]=1.C(=O)([O-])[O-].[K+].[K+].OC1C=CC=C2C=1N=CC=C2. The yield is 0.490. (6) The reactants are C1C=CC(P(C2C=CC=CC=2)C2C=CC=CC=2)=CC=1.II.[C:22]([O:26][C:27](=[O:55])[N:28]([CH2:30][CH2:31][C:32]([NH:34][NH:35][C:36]([C@@H:38]1[CH2:44][CH2:43][C@@H:42]2[CH2:45][N:39]1[C:40](=[O:54])[N:41]2[O:46][CH2:47][C:48]1[CH:53]=[CH:52][CH:51]=[CH:50][CH:49]=1)=O)=[O:33])[CH3:29])([CH3:25])([CH3:24])[CH3:23]. The catalyst is C(Cl)Cl. The product is [CH2:47]([O:46][N:41]1[C:40](=[O:54])[N:39]2[CH2:45][C@H:42]1[CH2:43][CH2:44][C@H:38]2[C:36]1[O:33][C:32]([CH2:31][CH2:30][N:28]([CH3:29])[C:27](=[O:55])[O:26][C:22]([CH3:24])([CH3:25])[CH3:23])=[N:34][N:35]=1)[C:48]1[CH:53]=[CH:52][CH:51]=[CH:50][CH:49]=1. The yield is 0.850. (7) The reactants are I[C:2]1[CH:10]=[N:9][CH:8]=[CH:7][C:3]=1[C:4]([OH:6])=[O:5].C(=O)([O-])[O-].[K+].[K+].[F:17][C:18]1[CH:19]=[CH:20][C:21]([CH3:37])=[C:22]([N:24]2[C:28]([NH2:29])=[C:27]([C:30]3[CH:35]=[CH:34][CH:33]=[CH:32][CH:31]=3)[C:26]([CH3:36])=[N:25]2)[CH:23]=1.C1(C(C(C)=O)C#N)C=CC=CC=1. The catalyst is CN(C=O)C.C([O-])(=O)C.[Cu+2].C([O-])(=O)C. The product is [F:17][C:18]1[CH:19]=[CH:20][C:21]([CH3:37])=[C:22]([N:24]2[C:28]([NH:29][C:2]3[CH:10]=[N:9][CH:8]=[CH:7][C:3]=3[C:4]([OH:6])=[O:5])=[C:27]([C:30]3[CH:35]=[CH:34][CH:33]=[CH:32][CH:31]=3)[C:26]([CH3:36])=[N:25]2)[CH:23]=1. The yield is 0.100. (8) The product is [Cl:7][C:8]1[N:9]=[N:10][C:11]([Cl:15])=[CH:12][C:13]=1[O:3][CH2:2][CH2:1][OH:4]. The yield is 0.830. The catalyst is O1CCCC1. The reactants are [CH2:1]([OH:4])[CH2:2][OH:3].[H-].[Na+].[Cl:7][C:8]1[N:9]=[N:10][C:11]([Cl:15])=[CH:12][C:13]=1Cl.BrC1C(Cl)=C(Cl)N=NC=1.